Dataset: KCNQ2 potassium channel screen with 302,405 compounds. Task: Binary Classification. Given a drug SMILES string, predict its activity (active/inactive) in a high-throughput screening assay against a specified biological target. (1) The drug is O=c1n(N)c(nc2c1cccc2)c1ccc(cc1)C. The result is 0 (inactive). (2) The molecule is Clc1ccc(N\C=C2\C(=O)N(C(=O)N(C2=O)C)C)cc1. The result is 0 (inactive). (3) The drug is s1c2n(cc(n2)CC(=O)Nc2ncccc2)cc1. The result is 0 (inactive). (4) The compound is Clc1c(CN2CCCN(CC2)C(=O)Nc2ccccc2)c(F)ccc1. The result is 0 (inactive). (5) The compound is FC(F)(F)c1cc(N2CCN(CC2)c2nn3c(nnc3C)cc2)ccc1. The result is 0 (inactive). (6) The molecule is O(C(=O)C1N(C2=NC(=C(C3Nc4c(C23C1)cccc4)C(OC)=O)C(OC)=O)C(=O)C)C. The result is 0 (inactive). (7) The compound is O=C1N(CC(C1)C(=O)NCc1cc2OCOc2cc1)CCCOCC. The result is 0 (inactive). (8) The drug is s1c(cc2c(cccc2)c1=O)C(=O)Nc1ccccc1. The result is 0 (inactive). (9) The result is 0 (inactive). The molecule is S(CC(=O)N1C(Cc2c1cccc2)C)c1n(CC)c(nn1)c1occc1. (10) The drug is O1C(CCC1)CNC(=O)c1cc2ncn(c2cc1)c1ccc(OC)cc1. The result is 0 (inactive).